Dataset: Forward reaction prediction with 1.9M reactions from USPTO patents (1976-2016). Task: Predict the product of the given reaction. (1) Given the reactants [Cl:1][C:2]1[CH:7]=[C:6]([CH2:8][CH2:9][NH:10][C:11]2[N:16]=[C:15]([C:17]3[CH:22]=[CH:21][CH:20]=[C:19]([CH2:23][N:24]([CH2:31][CH3:32])[CH:25]4[CH2:30][CH2:29][NH:28][CH2:27][CH2:26]4)[CH:18]=3)[CH:14]=[CH:13][N:12]=2)[CH:5]=[CH:4][C:3]=1[OH:33].[CH:34](=O)[CH2:35][CH3:36], predict the reaction product. The product is: [Cl:1][C:2]1[CH:7]=[C:6]([CH2:8][CH2:9][NH:10][C:11]2[N:16]=[C:15]([C:17]3[CH:22]=[CH:21][CH:20]=[C:19]([CH2:23][N:24]([CH2:31][CH3:32])[CH:25]4[CH2:30][CH2:29][N:28]([CH2:34][CH2:35][CH3:36])[CH2:27][CH2:26]4)[CH:18]=3)[CH:14]=[CH:13][N:12]=2)[CH:5]=[CH:4][C:3]=1[OH:33]. (2) Given the reactants Cl[C:2]1[N:7]=[C:6]([C:8]2[CH:13]=[CH:12][CH:11]=[CH:10][CH:9]=2)[N:5]=[C:4]([N:14]2[CH2:19][CH2:18][O:17][CH2:16][CH2:15]2)[CH:3]=1.[CH3:20][O:21][C:22]1[CH:27]=[CH:26][CH:25]=[C:24]([NH2:28])[CH:23]=1.Cl.[OH-].[Na+], predict the reaction product. The product is: [O:17]1[CH2:18][CH2:19][N:14]([C:4]2[N:5]=[C:6]([C:8]3[CH:13]=[CH:12][CH:11]=[CH:10][CH:9]=3)[N:7]=[C:2]([NH:28][C:24]3[CH:25]=[CH:26][CH:27]=[C:22]([O:21][CH3:20])[CH:23]=3)[CH:3]=2)[CH2:15][CH2:16]1. (3) Given the reactants Cl.[CH2:2]([C:4]1[CH:5]=[CH:6][C:7]([CH2:10][CH2:11][O:12][C:13]2[CH:26]=[CH:25][C:16]([CH2:17][CH:18]3[S:22][C:21](=[O:23])[NH:20][C:19]3=[O:24])=[CH:15][CH:14]=2)=[N:8][CH:9]=1)[CH3:3].[C:27]([OH:36])(=[O:35])[C@@H:28]([C@H:30]([C:32]([OH:34])=[O:33])[OH:31])[OH:29].O, predict the reaction product. The product is: [C:32]([C@@H:30]([C@H:28]([C:27]([OH:36])=[O:35])[OH:29])[OH:31])([OH:34])=[O:33].[CH2:2]([C:4]1[CH:5]=[CH:6][C:7]([CH2:10][CH2:11][O:12][C:13]2[CH:26]=[CH:25][C:16]([CH2:17][C@H:18]3[S:22][C:21](=[O:23])[NH:20][C:19]3=[O:24])=[CH:15][CH:14]=2)=[N:8][CH:9]=1)[CH3:3]. (4) Given the reactants C([O:3][C:4]([C:6]1[N:7]=[C:8]([CH2:11][O:12][C:13]2[CH:18]=[CH:17][C:16](I)=[CH:15][CH:14]=2)[S:9][CH:10]=1)=[O:5])C.[CH3:20][O:21][CH2:22][C:23]1[CH:24]=[C:25](B(O)O)[CH:26]=[CH:27][CH:28]=1, predict the reaction product. The product is: [CH3:20][O:21][CH2:22][C:23]1[CH:28]=[C:27]([C:16]2[CH:15]=[CH:14][C:13]([O:12][CH2:11][C:8]3[S:9][CH:10]=[C:6]([C:4]([OH:3])=[O:5])[N:7]=3)=[CH:18][CH:17]=2)[CH:26]=[CH:25][CH:24]=1. (5) Given the reactants [CH3:1][O:2][C:3](=[O:9])[CH2:4][C:5](=[O:8])[CH2:6][CH3:7].[H-].[Na+].Br[CH2:13][C:14]1[CH:19]=[CH:18][C:17]([F:20])=[CH:16][CH:15]=1, predict the reaction product. The product is: [CH3:1][O:2][C:3](=[O:9])[CH:4]([CH2:13][C:14]1[CH:19]=[CH:18][C:17]([F:20])=[CH:16][CH:15]=1)[C:5](=[O:8])[CH2:6][CH3:7]. (6) Given the reactants Cl[C:2]1[C:3]2[N:10]([CH3:11])[C:9]([Cl:12])=[CH:8][C:4]=2[N:5]=[CH:6][N:7]=1.[NH2:13][C:14]1[CH:31]=[CH:30][C:17]([O:18][C:19]2[C:24]3[CH:25]=[C:26]([C:28]#[N:29])[O:27][C:23]=3[CH:22]=[CH:21][CH:20]=2)=[C:16]([Cl:32])[CH:15]=1.C(=O)([O-])O.[Na+], predict the reaction product. The product is: [Cl:32][C:16]1[CH:15]=[C:14]([NH:13][C:2]2[C:3]3[N:10]([CH3:11])[C:9]([Cl:12])=[CH:8][C:4]=3[N:5]=[CH:6][N:7]=2)[CH:31]=[CH:30][C:17]=1[O:18][C:19]1[C:24]2[CH:25]=[C:26]([C:28]#[N:29])[O:27][C:23]=2[CH:22]=[CH:21][CH:20]=1. (7) Given the reactants [CH2:1]([NH:8][C:9]1[C:13]2[CH:14]=[C:15]([CH2:27][OH:28])[C:16]([N:19]3[CH2:24][C@H:23]([CH3:25])[O:22][C@H:21]([CH3:26])[CH2:20]3)=[C:17]([F:18])[C:12]=2[O:11][N:10]=1)[C:2]1[CH:7]=[CH:6][CH:5]=[CH:4][CH:3]=1.C[N+]1([O-])CCOCC1, predict the reaction product. The product is: [CH2:1]([NH:8][C:9]1[C:13]2[CH:14]=[C:15]([CH:27]=[O:28])[C:16]([N:19]3[CH2:24][C@H:23]([CH3:25])[O:22][C@H:21]([CH3:26])[CH2:20]3)=[C:17]([F:18])[C:12]=2[O:11][N:10]=1)[C:2]1[CH:7]=[CH:6][CH:5]=[CH:4][CH:3]=1.